From a dataset of Reaction yield outcomes from USPTO patents with 853,638 reactions. Predict the reaction yield, written as a fraction of the theoretical maximum amount of product (1.0 means a 100% yield; for example, 0.34 means a 34% yield). (1) The reactants are [N:1]1[CH:6]=[CH:5][C:4]([CH3:7])=[CH:3][CH:2]=1.[CH:8]([I:11])([CH3:10])[CH3:9]. The catalyst is C(#N)C. The product is [I-:11].[CH:8]([N+:1]1[CH:6]=[CH:5][C:4]([CH3:7])=[CH:3][CH:2]=1)([CH3:10])[CH3:9]. The yield is 0.850. (2) The catalyst is CN(C=O)C.[Cl-].[Na+].O. The product is [CH3:30][O:29][C:28]1[CH:27]=[C:26]([CH3:31])[NH:25][C:24](=[O:32])[C:23]=1[CH2:22][NH:21][C:15]([C:8]1[C:9]2[C:10](=[N:11][CH:12]=[CH:13][CH:14]=2)[N:6]([CH:4]([CH:3]([O:2][CH3:1])[CH3:19])[CH3:5])[C:7]=1[CH3:18])=[O:17]. The reactants are [CH3:1][O:2][CH:3]([CH3:19])[CH:4]([N:6]1[C:10]2=[N:11][CH:12]=[CH:13][CH:14]=[C:9]2[C:8]([C:15]([OH:17])=O)=[C:7]1[CH3:18])[CH3:5].Cl.[NH2:21][CH2:22][C:23]1[C:24](=[O:32])[NH:25][C:26]([CH3:31])=[CH:27][C:28]=1[O:29][CH3:30].CN(C(ON1N=NC2C=CC=NC1=2)=[N+](C)C)C.F[P-](F)(F)(F)(F)F. The yield is 0.950. (3) The reactants are [CH3:1][C:2]1[S:15][C:14]2[C:4](=[C:5]([N:16]3[CH2:21][CH2:20][NH:19][CH2:18][CH2:17]3)[NH:6][C:7]3[C:12]([N:13]=2)=[CH:11][CH:10]=[CH:9][CH:8]=3)[CH:3]=1.[C:22](=O)([O-])[O-].[K+].[K+].S(OC)(OC)(=O)=O.O. The catalyst is CC(C)=O. The product is [CH3:1][C:2]1[S:15][C:14]2[NH:13][C:12]3[CH:11]=[CH:10][CH:9]=[CH:8][C:7]=3[N:6]=[C:5]([N:16]3[CH2:21][CH2:20][N:19]([CH3:22])[CH2:18][CH2:17]3)[C:4]=2[CH:3]=1. The yield is 0.460. (4) The reactants are [CH3:1][O:2][C:3]([C:5]1[S:6][C:7]2[CH:8]([CH2:20][C:21]([O:23][CH3:24])=[O:22])[CH2:9][O:10][C:11]3[CH:18]=[CH:17][C:16](Br)=[CH:15][C:12]=3[C:13]=2[N:14]=1)=[O:4].C1C=CC(P(C2C=CC=CC=2)C2C=CC=CC=2)=CC=1.[CH3:44][C:45]([OH:49])([C:47]#[CH:48])[CH3:46]. The catalyst is CN(C=O)C.[Cu]I. The product is [CH3:1][O:2][C:3]([C:5]1[S:6][C:7]2[CH:8]([CH2:20][C:21]([O:23][CH3:24])=[O:22])[CH2:9][O:10][C:11]3[CH:18]=[CH:17][C:16]([C:48]#[C:47][C:45]([OH:49])([CH3:46])[CH3:44])=[CH:15][C:12]=3[C:13]=2[N:14]=1)=[O:4]. The yield is 0.770. (5) The reactants are Br[C:2]1[C:31]2=[N:32][C:28]3=[CH:29][N:30]2[C:5]([N:6]2[CH2:37][CH2:36][C:9]([CH3:38])([O:10][CH2:11][CH2:12][CH2:13][CH2:14][C@H:15]([CH3:35])[O:16][C:17]4[CH:18]=[CH:19][C:20]([F:34])=[CH:21][C:22]=4[C:23]4[CH:33]=[C:27]3[CH:26]=[CH:25][CH:24]=4)[CH2:8][CH2:7]2)=[C:4]([C@H:39]([O:44][C:45]([CH3:48])([CH3:47])[CH3:46])[C:40]([O:42][CH3:43])=[O:41])[C:3]=1[CH3:49].C(O[C@@H](C1C(C)=C(C2C=CN=CC=2)C2=NC3=CN2C=1N1CCC(C)(OCCCC[C@H](C)O[C:73]2[CH:74]=[CH:75][C:76]([F:99])=[CH:77][C:78]=2C2C=C3C=CC=2)CC1)C(OC)=O)(C)(C)C. No catalyst specified. The product is [C:45]([O:44][C@@H:39]([C:4]1[C:3]([CH3:49])=[C:2]([C:73]2[CH:78]=[CH:77][C:76]([F:99])=[CH:75][CH:74]=2)[C:31]2=[N:32][C:28]3=[CH:29][N:30]2[C:5]=1[N:6]1[CH2:37][CH2:36][C:9]([CH3:38])([O:10][CH2:11][CH2:12][CH2:13][CH2:14][C@H:15]([CH3:35])[O:16][C:17]2[CH:22]=[CH:21][C:20]([F:34])=[CH:19][C:18]=2[C:25]2[CH:26]=[C:27]3[CH:33]=[CH:23][CH:24]=2)[CH2:8][CH2:7]1)[C:40]([O:42][CH3:43])=[O:41])([CH3:46])([CH3:47])[CH3:48]. The yield is 0.667. (6) The yield is 0.0700. The catalyst is C(Cl)Cl. The reactants are [NH2:1][CH:2]1[CH2:5][N:4]([CH2:6][C:7]2[CH:8]=[C:9]([C:22]3[N:27]=[C:26]([CH3:28])[N:25]=[C:24]([NH2:29])[N:23]=3)[C:10]([NH:13][C:14]3[CH:15]=[N:16][C:17]([O:20][CH3:21])=[CH:18][CH:19]=3)=[N:11][CH:12]=2)[CH2:3]1.C(N(CC)CC)C.[CH3:37][S:38](Cl)(=[O:40])=[O:39]. The product is [NH2:29][C:24]1[N:25]=[C:26]([CH3:28])[N:27]=[C:22]([C:9]2[CH:8]=[C:7]([CH2:6][N:4]3[CH2:5][CH:2]([NH:1][S:38]([CH3:37])(=[O:40])=[O:39])[CH2:3]3)[CH:12]=[N:11][C:10]=2[NH:13][C:14]2[CH:15]=[N:16][C:17]([O:20][CH3:21])=[CH:18][CH:19]=2)[N:23]=1. (7) The reactants are [Si]([O:8][CH:9]([C:22]1[O:23][C:24]([C:27]2[CH:32]=[CH:31][CH:30]=[CH:29][C:28]=2[C:33](=[O:38])[C:34]([F:37])([F:36])[F:35])=[CH:25][N:26]=1)[CH2:10][CH2:11][CH2:12][CH2:13][CH2:14][CH2:15][C:16]1[CH:21]=[CH:20][CH:19]=[CH:18][CH:17]=1)(C(C)(C)C)(C)C.[Si](OC(C1OC([Sn](CCCC)(CCCC)CCCC)=CN=1)CCCCCCC1C=CC=CC=1)(C(C)(C)C)(C)C.ClC1C=CC=CC=1C(=O)C(F)(F)F. No catalyst specified. The product is [C:16]1([CH2:15][CH2:14][CH2:13][CH2:12][CH2:11][CH2:10][C:9]([C:22]2[O:23][C:24]([C:27]3[CH:32]=[CH:31][CH:30]=[CH:29][C:28]=3[C:33](=[O:38])[C:34]([F:37])([F:35])[F:36])=[CH:25][N:26]=2)=[O:8])[CH:21]=[CH:20][CH:19]=[CH:18][CH:17]=1. The yield is 0.830.